Dataset: Full USPTO retrosynthesis dataset with 1.9M reactions from patents (1976-2016). Task: Predict the reactants needed to synthesize the given product. (1) The reactants are: C([O:5][C:6](=[O:40])[CH2:7][CH:8]1[C:14]2[CH:15]=[CH:16][CH:17]=[CH:18][C:13]=2[N:12]([CH2:19][CH2:20][CH2:21][CH2:22][C:23]2[CH:28]=[CH:27][C:26]([NH:29][C:30]3[NH:34][C:33]4[CH:35]=[CH:36][CH:37]=[CH:38][C:32]=4[N:31]=3)=[CH:25][CH:24]=2)[C:11](=[O:39])[CH2:10][CH2:9]1)(C)(C)C. Given the product [NH:31]1[C:32]2[CH:38]=[CH:37][CH:36]=[CH:35][C:33]=2[N:34]=[C:30]1[NH:29][C:26]1[CH:27]=[CH:28][C:23]([CH2:22][CH2:21][CH2:20][CH2:19][N:12]2[C:13]3[CH:18]=[CH:17][CH:16]=[CH:15][C:14]=3[CH:8]([CH2:7][C:6]([OH:40])=[O:5])[CH2:9][CH2:10][C:11]2=[O:39])=[CH:24][CH:25]=1, predict the reactants needed to synthesize it. (2) Given the product [C:1]([O:5][C:6](=[O:35])[N:7]([C:16]1[S:17][C@@H:18]2[C@H:20]([C@:21]([C:25]3[CH:30]=[C:29]([Br:31])[CH:28]=[CH:27][C:26]=3[F:32])([CH2:23][F:24])[N:22]=1)[CH2:19]2)[CH2:8][O:9][CH2:10][CH2:11][Si:12]([CH3:13])([CH3:15])[CH3:14])([CH3:4])([CH3:2])[CH3:3], predict the reactants needed to synthesize it. The reactants are: [C:1]([O:5][C:6](=[O:35])[N:7]([C:16]1[S:17][C@:18]2(C=O)[C@H:20]([C@:21]([C:25]3[CH:30]=[C:29]([Br:31])[CH:28]=[CH:27][C:26]=3[F:32])([CH2:23][F:24])[N:22]=1)[CH2:19]2)[CH2:8][O:9][CH2:10][CH2:11][Si:12]([CH3:15])([CH3:14])[CH3:13])([CH3:4])([CH3:3])[CH3:2]. (3) Given the product [C:19]([C:21]1[CH:26]=[CH:25][C:24]([CH3:27])=[CH:23][C:22]=1[S:28]([NH:2][C:3]1[CH:8]=[CH:7][C:6]([C:9]2[N:14]=[CH:13][C:12]3[C:15]([CH3:32])=[N:16][NH:17][C:11]=3[CH:10]=2)=[CH:5][CH:4]=1)(=[O:30])=[O:29])#[N:20], predict the reactants needed to synthesize it. The reactants are: Cl.[NH2:2][C:3]1[CH:8]=[CH:7][C:6]([C:9]2[N:14]=[CH:13][C:12]3[C:15](N)=[N:16][NH:17][C:11]=3[CH:10]=2)=[CH:5][CH:4]=1.[C:19]([C:21]1[CH:26]=[CH:25][C:24]([CH3:27])=[CH:23][C:22]=1[S:28](Cl)(=[O:30])=[O:29])#[N:20].[CH2:32](Cl)Cl. (4) Given the product [CH:1]1[C:2]([CH2:10][C@@H:11]([NH2:28])[CH2:12][C:13]([N:15]2[CH2:27][C:19]3=[N:20][N:21]=[C:22]([C:23]([F:26])([F:25])[F:24])[N:18]3[CH2:17][CH2:16]2)=[O:14])=[C:3]([F:9])[CH:4]=[C:5]([F:8])[C:6]=1[F:7].[C:29]1([S:35]([O-:38])(=[O:37])=[O:36])[CH:34]=[CH:33][CH:32]=[CH:31][CH:30]=1, predict the reactants needed to synthesize it. The reactants are: [CH:1]1[C:2]([CH2:10][C@@H:11]([NH2:28])[CH2:12][C:13]([N:15]2[CH2:27][C:19]3=[N:20][N:21]=[C:22]([C:23]([F:26])([F:25])[F:24])[N:18]3[CH2:17][CH2:16]2)=[O:14])=[C:3]([F:9])[CH:4]=[C:5]([F:8])[C:6]=1[F:7].[C:29]1([S:35]([OH:38])(=[O:37])=[O:36])[CH:34]=[CH:33][CH:32]=[CH:31][CH:30]=1. (5) The reactants are: [NH2:1][C:2]1[CH:3]=[CH:4][C:5](Br)=[C:6]2[C:10]=1[C:9](=[O:11])[NH:8][CH2:7]2.[CH:13]([Sn](CCCC)(CCCC)CCCC)=[CH2:14]. Given the product [NH2:1][C:2]1[CH:3]=[CH:4][C:5]([CH:13]=[CH2:14])=[C:6]2[C:10]=1[C:9](=[O:11])[NH:8][CH2:7]2, predict the reactants needed to synthesize it. (6) Given the product [CH3:29][O:28][C:14]1[CH:15]=[C:16]([CH:26]=[CH:27][C:13]=1[NH:12][C:4]1[N:3]=[C:2]([NH:30][C:31]2[CH:32]=[CH:33][C:34]([C:42]([N:44]3[CH2:45][CH2:46][CH2:47][CH2:48]3)=[O:43])=[C:35]3[C:39]=2[C:38](=[O:40])[N:37]([CH3:41])[CH2:36]3)[C:7]([C:8]([F:11])([F:10])[F:9])=[CH:6][N:5]=1)[CH2:17][P:18](=[O:25])([O:22][CH2:23][CH3:24])[O:19][CH2:20][CH3:21], predict the reactants needed to synthesize it. The reactants are: Cl[C:2]1[C:7]([C:8]([F:11])([F:10])[F:9])=[CH:6][N:5]=[C:4]([NH:12][C:13]2[CH:27]=[CH:26][C:16]([CH2:17][P:18](=[O:25])([O:22][CH2:23][CH3:24])[O:19][CH2:20][CH3:21])=[CH:15][C:14]=2[O:28][CH3:29])[N:3]=1.[NH2:30][C:31]1[CH:32]=[CH:33][C:34]([C:42]([N:44]2[CH2:48][CH2:47][CH2:46][CH2:45]2)=[O:43])=[C:35]2[C:39]=1[C:38](=[O:40])[N:37]([CH3:41])[CH2:36]2.